Dataset: Peptide-MHC class I binding affinity with 185,985 pairs from IEDB/IMGT. Task: Regression. Given a peptide amino acid sequence and an MHC pseudo amino acid sequence, predict their binding affinity value. This is MHC class I binding data. The peptide sequence is REQASYLYV. The MHC is HLA-B39:01 with pseudo-sequence HLA-B39:01. The binding affinity (normalized) is 0.0847.